From a dataset of Full USPTO retrosynthesis dataset with 1.9M reactions from patents (1976-2016). Predict the reactants needed to synthesize the given product. (1) The reactants are: [C:1]12([CH2:11][NH:12][C:13](=[O:22])[C:14]3[C:19]([Cl:20])=[CH:18][N:17]=[C:16](Cl)[CH:15]=3)[CH2:10][CH:5]3[CH2:6][CH:7]([CH2:9][CH:3]([CH2:4]3)[CH2:2]1)[CH2:8]2.[CH2:23]([Sn](CCCC)(CCCC)C=C)[CH2:24]CC.C(C1C=C(C)C=C(C(C)(C)C)C=1O)(C)(C)C.C(OCC)(=O)C. Given the product [C:1]12([CH2:11][NH:12][C:13](=[O:22])[C:14]3[C:19]([Cl:20])=[CH:18][N:17]=[C:16]([CH:23]=[CH2:24])[CH:15]=3)[CH2:8][CH:7]3[CH2:6][CH:5]([CH2:4][CH:3]([CH2:9]3)[CH2:2]1)[CH2:10]2, predict the reactants needed to synthesize it. (2) Given the product [S:3]1[CH:2]=[CH:1][N:5]=[C:4]1[NH:6][C:12](=[O:13])[O:11][C:8]([CH3:10])([CH3:9])[CH3:7], predict the reactants needed to synthesize it. The reactants are: [CH:1]1[N:5]=[C:4]([NH2:6])[S:3][CH:2]=1.[CH3:7][C:8]([O:11][C:12](O[C:12]([O:11][C:8]([CH3:10])([CH3:9])[CH3:7])=[O:13])=[O:13])([CH3:10])[CH3:9].CCN(CC)CC. (3) Given the product [CH2:1]([N:8]([CH:29]1[CH2:34][CH2:33][N:32]([C:35]([O:37][C:38]([CH3:41])([CH3:40])[CH3:39])=[O:36])[CH2:31][CH2:30]1)[CH3:9])[C:2]1[CH:7]=[CH:6][CH:5]=[CH:4][CH:3]=1, predict the reactants needed to synthesize it. The reactants are: [CH2:1]([NH:8][CH3:9])[C:2]1[CH:7]=[CH:6][CH:5]=[CH:4][CH:3]=1.C(O)(=O)C.C(O[BH-](OC(=O)C)OC(=O)C)(=O)C.[Na+].O=[C:29]1[CH2:34][CH2:33][N:32]([C:35]([O:37][C:38]([CH3:41])([CH3:40])[CH3:39])=[O:36])[CH2:31][CH2:30]1.C(=O)([O-])O.[Na+]. (4) Given the product [CH2:24]([O:23][C:11]1[CH:12]=[C:13]([OH:15])[CH:14]=[C:9]([O:8][CH2:1][C:2]2[CH:7]=[CH:6][CH:5]=[CH:4][CH:3]=2)[CH:10]=1)[C:25]1[CH:26]=[CH:27][CH:28]=[CH:29][CH:30]=1, predict the reactants needed to synthesize it. The reactants are: [CH2:1]([O:8][C:9]1[CH:14]=[C:13]([O:15]CC2C=CC=CC=2)[CH:12]=[C:11]([O:23][CH2:24][C:25]2[CH:30]=[CH:29][CH:28]=[CH:27][CH:26]=2)[CH:10]=1)[C:2]1[CH:7]=[CH:6][CH:5]=[CH:4][CH:3]=1.C(S)CCC.[H][H].CCCCCC.CCOC(C)=O. (5) Given the product [Cl:1][C:2]1[C:3]([NH:26][C:27]2[CH:32]=[CH:31][CH:30]=[CH:29][C:28]=2[S:33]([CH:36]([CH3:38])[CH3:37])(=[O:35])=[O:34])=[N:4][C:5]([NH:8][C:9]2[C:10]([O:22][CH:23]([CH3:25])[CH3:24])=[CH:11][C:12]([CH:16]3[CH2:21][CH2:20][N:19]([CH2:40][CH2:41][OH:42])[CH2:18][CH2:17]3)=[C:13]([CH3:15])[CH:14]=2)=[N:6][CH:7]=1, predict the reactants needed to synthesize it. The reactants are: [Cl:1][C:2]1[C:3]([NH:26][C:27]2[CH:32]=[CH:31][CH:30]=[CH:29][C:28]=2[S:33]([CH:36]([CH3:38])[CH3:37])(=[O:35])=[O:34])=[N:4][C:5]([NH:8][C:9]2[CH:14]=[C:13]([CH3:15])[C:12]([CH:16]3[CH2:21][CH2:20][NH:19][CH2:18][CH2:17]3)=[CH:11][C:10]=2[O:22][CH:23]([CH3:25])[CH3:24])=[N:6][CH:7]=1.Br[CH2:40][CH2:41][OH:42]. (6) Given the product [NH2:1][C:2]1[N:25]=[CH:24][CH:23]=[CH:22][C:3]=1[C:4]([NH:6][CH2:7][C:8]1[CH:13]=[CH:12][C:11]([O:14][CH2:15][C:16]2[CH:21]=[CH:20][CH:19]=[CH:18][CH:17]=2)=[CH:10][CH:9]=1)=[S:35], predict the reactants needed to synthesize it. The reactants are: [NH2:1][C:2]1[N:25]=[CH:24][CH:23]=[CH:22][C:3]=1[C:4]([NH:6][CH2:7][C:8]1[CH:13]=[CH:12][C:11]([O:14][CH2:15][C:16]2[CH:21]=[CH:20][CH:19]=[CH:18][CH:17]=2)=[CH:10][CH:9]=1)=O.COC1C=CC(P2(=S)SP(=S)(C3C=CC(OC)=CC=3)[S:35]2)=CC=1. (7) Given the product [CH:32]1([CH2:31][CH:30]([N:4]2[C:3](=[O:15])[CH:2]=[C:7]([O:26][C:21]3[CH:22]=[CH:23][CH:24]=[C:25]4[C:20]=3[CH:19]=[CH:18][N:17]=[CH:16]4)[CH:6]=[N:5]2)[C:29]([OH:28])=[O:38])[CH2:36][CH2:35][CH2:34][CH2:33]1, predict the reactants needed to synthesize it. The reactants are: Cl[C:2]1[C:3](=[O:15])[N:4](C2CCCCO2)[N:5]=[CH:6][C:7]=1Cl.[CH:16]1[C:25]2[CH:24]=[CH:23][CH:22]=[C:21]([OH:26])[C:20]=2[CH:19]=[CH:18][N:17]=1.C[O:28][C:29](=[O:38])[CH:30](Br)[CH2:31][CH:32]1[CH2:36][CH2:35][CH2:34][CH2:33]1.